From a dataset of Reaction yield outcomes from USPTO patents with 853,638 reactions. Predict the reaction yield, written as a fraction of the theoretical maximum amount of product (1.0 means a 100% yield; for example, 0.34 means a 34% yield). (1) The reactants are [CH3:1][C:2]1([CH3:12])[C:10]2[C:5](=[CH:6][CH:7]=[CH:8][CH:9]=2)[C:4](=O)[CH2:3]1.[C:13]1([C@H:19]([CH2:21][OH:22])[NH2:20])[CH:18]=[CH:17][CH:16]=[CH:15][CH:14]=1.C(O)(=O)C.[BH4-].[Na+]. The catalyst is C1(C)C=CC=CC=1.O.C1(C)C=CC(S(O)(=O)=O)=CC=1. The product is [CH3:1][C:2]1([CH3:12])[C:10]2[C:5](=[CH:6][CH:7]=[CH:8][CH:9]=2)[C@@H:4]([NH:20][C@H:19]([C:13]2[CH:18]=[CH:17][CH:16]=[CH:15][CH:14]=2)[CH2:21][OH:22])[CH2:3]1. The yield is 0.740. (2) The product is [F:3][C:4]1[CH:9]=[CH:8][C:7]([C@@H:10]([OH:23])[C:11]([N:13]2[C@H:17]([C:18]([OH:20])=[O:19])[CH2:16][CH:15]=[N:14]2)=[O:12])=[CH:6][CH:5]=1. The yield is 0.980. The catalyst is CCOC(C)=O.O.C(#N)C. The reactants are [Li+].[Br-].[F:3][C:4]1[CH:9]=[CH:8][C:7]([C@@H:10]([OH:23])[C:11]([N:13]2[C@H:17]([C:18]([O:20]CC)=[O:19])[CH2:16][CH:15]=[N:14]2)=[O:12])=[CH:6][CH:5]=1.C(N(CC)CC)C.Cl. (3) The reactants are [H-].[Na+].[CH3:3][N:4]1[CH2:8][CH2:7][CH2:6][C@H:5]1[CH2:9][OH:10].[CH:11]([CH:14]1[C:19]2[N:20]=[CH:21][NH:22][C:18]=2[CH2:17][CH2:16][N:15]1[C:23](OCC(Cl)(Cl)Cl)=[O:24])([CH3:13])[CH3:12]. The catalyst is C1COCC1. The product is [CH:11]([CH:14]1[C:19]2[N:20]=[CH:21][NH:22][C:18]=2[CH2:17][CH2:16][N:15]1[C:23]([O:10][CH2:9][C@@H:5]1[CH2:6][CH2:7][CH2:8][N:4]1[CH3:3])=[O:24])([CH3:13])[CH3:12]. The yield is 0.0420. (4) The reactants are [NH2:1][C:2]1[C:3]([CH3:11])=[C:4]([C:7]([O:9][CH3:10])=[O:8])[S:5][CH:6]=1.[CH3:12][C:13](O)=O.[O:16]1[CH2:21][CH2:20][C:19](=O)[CH2:18][CH2:17]1.[BH-](OC(C)=O)(OC(C)=O)OC(C)=O.[Na+].C(=O)C. The catalyst is ClCCCl. The product is [CH2:12]([N:1]([CH:19]1[CH2:20][CH2:21][O:16][CH2:17][CH2:18]1)[C:2]1[C:3]([CH3:11])=[C:4]([C:7]([O:9][CH3:10])=[O:8])[S:5][CH:6]=1)[CH3:13]. The yield is 0.744.